Dataset: Forward reaction prediction with 1.9M reactions from USPTO patents (1976-2016). Task: Predict the product of the given reaction. (1) Given the reactants [F:1][C:2]([F:23])([F:22])[O:3][C:4]1[CH:9]=[CH:8][C:7]2[C:10]3([CH2:20][O:21][C:6]=2[CH:5]=1)[C:18]1[C:13](=[CH:14][CH:15]=[CH:16][CH:17]=1)[NH:12][C:11]3=[O:19].Br[C:25]1[CH:33]=[CH:32][CH:31]=[C:30]2C=1C1(C3=CC4OCOC=4C=C3OC1)[C:28](=O)[NH:29]2.Br.BrCC1C=NC=CC=1.BrCC1OC(C(F)(F)F)=CC=1, predict the reaction product. The product is: [N:29]1[CH:30]=[CH:31][CH:32]=[C:33]([CH2:25][N:12]2[C:13]3[C:18](=[CH:17][CH:16]=[CH:15][CH:14]=3)[C:10]3([C:7]4[CH:8]=[CH:9][C:4]([O:3][C:2]([F:1])([F:22])[F:23])=[CH:5][C:6]=4[O:21][CH2:20]3)[C:11]2=[O:19])[CH:28]=1. (2) The product is: [CH3:8][C:6]1[C:5]([C:9]#[N:10])=[C:4]([CH3:11])[CH:3]=[C:2]([N:1]=[C:18]=[S:19])[N:7]=1. Given the reactants [NH2:1][C:2]1[N:7]=[C:6]([CH3:8])[C:5]([C:9]#[N:10])=[C:4]([CH3:11])[CH:3]=1.C([O-])([O-])=O.[Ca+2].O.[C:18](Cl)(Cl)=[S:19], predict the reaction product. (3) Given the reactants [CH:1]12[CH:16]=[CH:15][CH:5]([O:6][N:7]1[C:8]([O:10][C:11]([CH3:14])([CH3:13])[CH3:12])=[O:9])[CH2:4][CH2:3][CH2:2]2, predict the reaction product. The product is: [C:11]([O:10][C:8]([NH:7][C@H:1]1[CH2:2][CH2:3][CH2:4][C@@H:5]([OH:6])[CH:15]=[CH:16]1)=[O:9])([CH3:14])([CH3:12])[CH3:13]. (4) Given the reactants C([Li])CCC.C(NC(C)C)(C)C.[F:13][C:14]1[CH:19]=[CH:18][C:17]([F:20])=[CH:16][N:15]=1.[I:21]I, predict the reaction product. The product is: [F:13][C:14]1[CH:19]=[C:18]([I:21])[C:17]([F:20])=[CH:16][N:15]=1. (5) Given the reactants [CH2:1]([N:8]1[C:16]2[C:15](=[O:17])[NH:14][CH:13]=[N:12][C:11]=2[N:10]=[CH:9]1)[C:2]1[CH:7]=[CH:6][CH:5]=[CH:4][CH:3]=1.[Cl:18]N1C(=O)CCC1=O, predict the reaction product. The product is: [CH2:1]([N:8]1[C:16]2[C:15](=[O:17])[NH:14][CH:13]=[N:12][C:11]=2[N:10]=[C:9]1[Cl:18])[C:2]1[CH:7]=[CH:6][CH:5]=[CH:4][CH:3]=1.